The task is: Predict the reactants needed to synthesize the given product.. This data is from Full USPTO retrosynthesis dataset with 1.9M reactions from patents (1976-2016). Given the product [OH:20][CH:5]1[CH:4]([NH:1][C:35](=[O:36])[O:34][C:31]([CH3:33])([CH3:32])[CH3:30])[CH:9]=[C:8]([C:10]2[CH:15]=[CH:14][N:13]=[CH:12][C:11]=2[N+:16]([O-:18])=[O:17])[CH2:7][CH:6]1[CH3:19], predict the reactants needed to synthesize it. The reactants are: [N:1]([CH:4]1[CH:9]=[C:8]([C:10]2[CH:15]=[CH:14][N:13]=[CH:12][C:11]=2[N+:16]([O-:18])=[O:17])[CH2:7][CH:6]([CH3:19])[CH:5]1[OH:20])=[N+]=[N-].CP(C)C.C([O-])(O)=O.[Na+].[CH3:30][C:31]([O:34][C:35](O[C:35]([O:34][C:31]([CH3:33])([CH3:32])[CH3:30])=[O:36])=[O:36])([CH3:33])[CH3:32].